From a dataset of Forward reaction prediction with 1.9M reactions from USPTO patents (1976-2016). Predict the product of the given reaction. (1) Given the reactants [CH3:1][N:2]1[CH:6]=[C:5](B2OC(C)(C)C(C)(C)O2)[CH:4]=[N:3]1.Cl[C:17]1[CH:22]=[C:21]([O:23][C:24]2[CH:25]=[CH:26][C:27]([C:31]3[C:32]([O:39][CH3:40])=[N:33][C:34]([S:37][CH3:38])=[N:35][CH:36]=3)=[N:28][C:29]=2[CH3:30])[CH:20]=[CH:19][N:18]=1.C([O-])([O-])=O.[K+].[K+], predict the reaction product. The product is: [CH3:40][O:39][C:32]1[C:31]([C:27]2[CH:26]=[CH:25][C:24]([O:23][C:21]3[CH:22]=[CH:17][N:18]=[C:19]([C:5]4[CH:4]=[N:3][N:2]([CH3:1])[CH:6]=4)[CH:20]=3)=[C:29]([CH3:30])[N:28]=2)=[CH:36][N:35]=[C:34]([S:37][CH3:38])[N:33]=1. (2) Given the reactants [NH2:1][C:2]1[CH:3]=[N:4][CH:5]=[CH:6][CH:7]=1.C(=O)([O-])[O-].[Cs+].[Cs+].Cl[C:15]1[N:24]=[CH:23][C:22]([Cl:25])=[CH:21][C:16]=1[C:17]([O:19][CH3:20])=[O:18].O1CCOCC1, predict the reaction product. The product is: [Cl:25][C:22]1[CH:23]=[N:24][C:15]([NH:1][C:2]2[CH:3]=[N:4][CH:5]=[CH:6][CH:7]=2)=[C:16]([CH:21]=1)[C:17]([O:19][CH3:20])=[O:18]. (3) Given the reactants [Br:1][C:2]1[CH:3]=[C:4]([F:10])[C:5]([CH3:9])=[C:6]([F:8])[CH:7]=1.[Br:11]N1C(=O)CCC1=O, predict the reaction product. The product is: [Br:1][C:2]1[CH:7]=[C:6]([F:8])[C:5]([CH2:9][Br:11])=[C:4]([F:10])[CH:3]=1. (4) Given the reactants [CH2:1]=[C:2]([CH:4]1[CH2:15][CH2:14][CH2:13][CH2:12][CH2:11][CH2:10][CH2:9][CH2:8][CH2:7][CH2:6][C:5]1=[O:16])[CH3:3].[CH:17](=[O:19])[CH3:18].B(F)(F)F.CCOCC, predict the reaction product. The product is: [CH3:3][C:2]1=[CH:4][CH2:15][CH2:14][CH2:13][CH2:12][CH2:11][CH2:10][CH2:9][CH2:8][CH2:7][CH2:6][C:5](=[O:16])[O:19][CH:17]([CH3:18])[CH2:1]1. (5) Given the reactants O=C1CCC(=O)N1[O:8][C:9]([NH:11][C@H:12]1[CH2:18][CH2:17][CH2:16][N:15]([C:19]([O:21][CH2:22][C:23]2[CH:28]=[CH:27][CH:26]=[CH:25][CH:24]=2)=[O:20])[CH2:14][CH2:13]1)=[O:10].CCN(C(C)C)C(C)C.C(OC(O[C:41]([CH3:44])([CH3:43])[CH3:42])=O)(O[C:41]([CH3:44])([CH3:43])[CH3:42])=O, predict the reaction product. The product is: [C:41]([O:8][C:9]([NH:11][C@H:12]1[CH2:18][CH2:17][CH2:16][N:15]([C:19]([O:21][CH2:22][C:23]2[CH:24]=[CH:25][CH:26]=[CH:27][CH:28]=2)=[O:20])[CH2:14][CH2:13]1)=[O:10])([CH3:44])([CH3:43])[CH3:42]. (6) Given the reactants CI.[O:3]=[C:4]([N:22]1[CH2:27][CH2:26][N:25]([C:28](=[O:39])[C:29]2[CH:34]=[CH:33][CH:32]=[CH:31][C:30]=2[C:35]([F:38])([F:37])[F:36])[CH2:24][CH2:23]1)[CH2:5][NH:6][C:7]([C:9]1[CH:14]=[CH:13][C:12]([C:15]2[CH:20]=[CH:19][CH:18]=[CH:17][CH:16]=2)=[CH:11][C:10]=1[OH:21])=[O:8].[C:40]([O-])([O-])=O.[K+].[K+], predict the reaction product. The product is: [O:3]=[C:4]([N:22]1[CH2:27][CH2:26][N:25]([C:28](=[O:39])[C:29]2[CH:34]=[CH:33][CH:32]=[CH:31][C:30]=2[C:35]([F:37])([F:38])[F:36])[CH2:24][CH2:23]1)[CH2:5][NH:6][C:7]([C:9]1[CH:14]=[CH:13][C:12]([C:15]2[CH:16]=[CH:17][CH:18]=[CH:19][CH:20]=2)=[CH:11][C:10]=1[O:21][CH3:40])=[O:8]. (7) The product is: [CH3:2][O:3][C:4]1[NH:5][C:22](=[O:27])[C:23]([NH:24][C:20](=[O:21])[CH2:13][C:14]2[CH:19]=[CH:18][CH:17]=[CH:16][CH:15]=2)=[CH:25][N:6]=1. Given the reactants Cl.[CH3:2][O:3][C:4](=[NH:6])[NH2:5].C[O-].[Na+].C(#N)C.[CH2:13]([C:20]1[O:21][C:22](=[O:27])[C:23](=[CH:25]O)[N:24]=1)[C:14]1[CH:19]=[CH:18][CH:17]=[CH:16][CH:15]=1, predict the reaction product. (8) Given the reactants [N:1]1[C:10]2[CH2:9][CH2:8][CH2:7][CH2:6][C:5]=2[N:4]=[CH:3][CH:2]=1.ClC1C=CC=C(C(OO)=[O:19])C=1.[O-]S([O-])(=S)=O.[Na+].[Na+].C([O-])(O)=O.[Na+], predict the reaction product. The product is: [N+:1]1([O-:19])[C:10]2[CH2:9][CH2:8][CH2:7][CH2:6][C:5]=2[N:4]=[CH:3][CH:2]=1.